Dataset: Full USPTO retrosynthesis dataset with 1.9M reactions from patents (1976-2016). Task: Predict the reactants needed to synthesize the given product. (1) Given the product [C:8]([O:7][C:6]([NH:5][CH2:4][C:3]([CH3:14])([CH3:13])[CH2:2][N:15]1[C:19]2=[N:20][C:21]([C:24]([O:26][CH2:27][CH3:28])=[O:25])=[CH:22][CH:23]=[C:18]2[CH:17]=[C:16]1[C:29]([O:31][CH2:32][CH3:33])=[O:30])=[O:12])([CH3:11])([CH3:10])[CH3:9], predict the reactants needed to synthesize it. The reactants are: O[CH2:2][C:3]([CH3:14])([CH3:13])[CH2:4][NH:5][C:6](=[O:12])[O:7][C:8]([CH3:11])([CH3:10])[CH3:9].[NH:15]1[C:19]2=[N:20][C:21]([C:24]([O:26][CH2:27][CH3:28])=[O:25])=[CH:22][CH:23]=[C:18]2[CH:17]=[C:16]1[C:29]([O:31][CH2:32][CH3:33])=[O:30].C1(P(C2C=CC=CC=2)C2C=CC=CC=2)C=CC=CC=1.N(C(OC(C)C)=O)=NC(OC(C)C)=O. (2) Given the product [F:43][C:44]([F:49])([F:48])[C:45]([OH:47])=[O:46].[F:43][C:44]([F:49])([F:48])[C:45]([OH:47])=[O:46].[CH2:41]([N:3]([CH2:1][CH3:2])[CH2:4][C:5]#[C:6][C:7]1[S:15][C:14]2[C:9](=[N:10][CH:11]=[CH:12][C:13]=2[O:16][C:17]2[CH:22]=[CH:21][C:20]([NH:23][C:24](=[O:39])[CH2:25][CH:26]3[CH2:31][CH2:30][NH:29][CH2:28][CH2:27]3)=[CH:19][C:18]=2[F:40])[CH:8]=1)[CH3:42], predict the reactants needed to synthesize it. The reactants are: [CH2:1]([N:3]([CH2:41][CH3:42])[CH2:4][C:5]#[C:6][C:7]1[S:15][C:14]2[C:9](=[N:10][CH:11]=[CH:12][C:13]=2[O:16][C:17]2[CH:22]=[CH:21][C:20]([NH:23][C:24](=[O:39])[CH2:25][CH:26]3[CH2:31][CH2:30][N:29](C(OC(C)(C)C)=O)[CH2:28][CH2:27]3)=[CH:19][C:18]=2[F:40])[CH:8]=1)[CH3:2].[F:43][C:44]([F:49])([F:48])[C:45]([OH:47])=[O:46]. (3) Given the product [CH2:11]([S:13]([C:16]([C:19]1[CH:24]=[C:23]([N:25]2[CH2:30][CH2:29][O:28][CH2:27][C@@H:26]2[CH3:31])[N:22]=[C:21]([C:32]2[CH:33]=[CH:34][C:35]([NH:36][C:2](=[O:3])[O:4][C:5]3[CH:10]=[CH:9][CH:8]=[CH:7][CH:6]=3)=[CH:37][CH:38]=2)[N:20]=1)([CH3:17])[CH3:18])(=[O:14])=[O:15])[CH3:12], predict the reactants needed to synthesize it. The reactants are: Cl[C:2]([O:4][C:5]1[CH:10]=[CH:9][CH:8]=[CH:7][CH:6]=1)=[O:3].[CH2:11]([S:13]([C:16]([C:19]1[CH:24]=[C:23]([N:25]2[CH2:30][CH2:29][O:28][CH2:27][C@@H:26]2[CH3:31])[N:22]=[C:21]([C:32]2[CH:38]=[CH:37][C:35]([NH2:36])=[CH:34][CH:33]=2)[N:20]=1)([CH3:18])[CH3:17])(=[O:15])=[O:14])[CH3:12].C(=O)(O)[O-].[Na+]. (4) Given the product [O:30]1[CH2:29][CH:28]1[CH2:26][CH:9]([C:4]1[CH:5]=[CH:6][CH:7]=[CH:8][C:3]=1[C:2]([F:14])([F:15])[F:1])[C:10]([O:12][CH3:13])=[O:11], predict the reactants needed to synthesize it. The reactants are: [F:1][C:2]([F:15])([F:14])[C:3]1[CH:8]=[CH:7][CH:6]=[CH:5][C:4]=1[CH2:9][C:10]([O:12][CH3:13])=[O:11].C[Si]([N-][Si](C)(C)C)(C)C.[K+].[CH2:26]([CH:28]1[O:30][CH2:29]1)Br.C(=O)([O-])[O-].[K+].[K+]. (5) Given the product [N:1]1([CH2:6][CH2:7][O:8][C:9]2[CH:14]=[CH:13][C:12]([CH2:15][C:16]([OH:18])=[O:17])=[CH:11][CH:10]=2)[CH:5]=[CH:4][N:3]=[CH:2]1, predict the reactants needed to synthesize it. The reactants are: [N:1]1([CH2:6][CH2:7][O:8][C:9]2[CH:14]=[CH:13][C:12]([CH2:15][C:16]([O-:18])=[O:17])=[CH:11][CH:10]=2)[CH:5]=[CH:4][N:3]=[CH:2]1.[OH-].[K+].Cl.